The task is: Predict the product of the given reaction.. This data is from Forward reaction prediction with 1.9M reactions from USPTO patents (1976-2016). (1) The product is: [C:22]1([C:15]2[C:16]3[C:21](=[CH:20][CH:19]=[CH:18][CH:17]=3)[C:8]([C:5]3[CH:4]=[CH:3][C:2]([N:39]4[C:40]5[CH:28]=[CH:29][C:30]([C:60]6[CH:61]=[CH:62][C:63]([N:64]([C:65]7[CH:70]=[CH:69][CH:68]=[CH:67][CH:66]=7)[C:71]7[CH:72]=[CH:73][CH:74]=[CH:75][CH:76]=7)=[CH:77][CH:78]=6)=[CH:31][C:32]=5[C:33]5[C:38]4=[CH:37][CH:36]=[C:35]([C:41]4[CH:42]=[CH:43][C:44]([N:45]([C:52]6[CH:53]=[CH:54][CH:55]=[CH:56][CH:57]=6)[C:46]6[CH:47]=[CH:48][CH:49]=[CH:50][CH:51]=6)=[CH:58][CH:59]=4)[CH:34]=5)=[CH:7][CH:6]=3)=[C:9]3[C:14]=2[CH:13]=[CH:12][CH:11]=[CH:10]3)[CH:23]=[CH:24][CH:25]=[CH:26][CH:27]=1. Given the reactants Br[C:2]1[CH:7]=[CH:6][C:5]([C:8]2[C:9]3[C:14]([C:15]([C:22]4[CH:27]=[CH:26][CH:25]=[CH:24][CH:23]=4)=[C:16]4[C:21]=2[CH:20]=[CH:19][CH:18]=[CH:17]4)=[CH:13][CH:12]=[CH:11][CH:10]=3)=[CH:4][CH:3]=1.[CH:28]1[C:40]2[NH:39][C:38]3[C:33](=[CH:34][C:35]([C:41]4[CH:59]=[CH:58][C:44]([N:45]([C:52]5[CH:57]=[CH:56][CH:55]=[CH:54][CH:53]=5)[C:46]5[CH:51]=[CH:50][CH:49]=[CH:48][CH:47]=5)=[CH:43][CH:42]=4)=[CH:36][CH:37]=3)[C:32]=2[CH:31]=[C:30]([C:60]2[CH:78]=[CH:77][C:63]([N:64]([C:71]3[CH:76]=[CH:75][CH:74]=[CH:73][CH:72]=3)[C:65]3[CH:70]=[CH:69][CH:68]=[CH:67][CH:66]=3)=[CH:62][CH:61]=2)[CH:29]=1.CC(C)([O-])C.[Na+].C(P(C(C)(C)C)C(C)(C)C)(C)(C)C, predict the reaction product. (2) Given the reactants Cl.[NH2:2][NH:3][C:4]([NH2:6])=[O:5].[C:7]([O:12][CH2:13][CH3:14])(=[O:11])[C:8]([CH3:10])=O.C([O-])(=O)C.[Na+], predict the reaction product. The product is: [CH2:13]([O:12][C:7](=[O:11])[C:8](=[N:2][NH:3][C:4](=[O:5])[NH2:6])[CH3:10])[CH3:14]. (3) Given the reactants [OH:1][CH2:2][C:3]1[CH:4]=[C:5]([C:9]2[C:18]3[C:17](=[O:19])[O:16][C:15]([CH3:21])([CH3:20])[O:14][C:13]=3[CH:12]=[C:11]([O:22][CH3:23])[CH:10]=2)[CH:6]=[CH:7][CH:8]=1, predict the reaction product. The product is: [CH3:23][O:22][C:11]1[CH:10]=[C:9]([C:5]2[CH:4]=[C:3]([CH:8]=[CH:7][CH:6]=2)[CH:2]=[O:1])[C:18]2[C:17](=[O:19])[O:16][C:15]([CH3:21])([CH3:20])[O:14][C:13]=2[CH:12]=1.